From a dataset of Experimentally validated miRNA-target interactions with 360,000+ pairs, plus equal number of negative samples. Binary Classification. Given a miRNA mature sequence and a target amino acid sequence, predict their likelihood of interaction. The miRNA is mmu-miR-92b-3p with sequence UAUUGCACUCGUCCCGGCCUCC. The protein sequence of the target gene is MFPALETHLKQTIPDPYEDFMYRHLQYYGYFKAQRGSLPNSATHQHVRKNNPQCLLNGSLGEKDDLIPDTLQKEKLLWPISLSSAVHRQIEAINRDFHSCLGWMQWRGLSSLQPPPPRFKDSPASAFRVAGITDSHMLSLPHLRSRQLLYDELDEVNPRLREPQELFSILSTKRPLQAPRWPIECEVIKENIHHIEWAPPQPEYFYQPKGNEKVPEIVGEKKGTVVYQLDSVPIEGSYFTSSRVGGKRGIVKELAVTLQGPEDNTLLFESRFESGNLQKAVRVDTYEYELTLRTDLYTNK.... Result: 0 (no interaction).